From a dataset of Forward reaction prediction with 1.9M reactions from USPTO patents (1976-2016). Predict the product of the given reaction. (1) The product is: [CH3:1][C:2]1([CH3:25])[CH2:11][CH2:10][C:9]([CH3:12])([CH3:13])[C:8]2[CH:7]=[C:6]([C:14]3[N:15]=[C:16]([N:19]4[CH2:20][CH2:21][N:22]([CH2:38][CH2:37][CH2:36][CH:30]([CH2:31][OH:32])[CH2:29][OH:28])[CH2:23][CH2:24]4)[S:17][CH:18]=3)[CH:5]=[CH:4][C:3]1=2. Given the reactants [CH3:1][C:2]1([CH3:25])[CH2:11][CH2:10][C:9]([CH3:13])([CH3:12])[C:8]2[CH:7]=[C:6]([C:14]3[N:15]=[C:16]([N:19]4[CH2:24][CH2:23][NH:22][CH2:21][CH2:20]4)[S:17][CH:18]=3)[CH:5]=[CH:4][C:3]1=2.C([O:28][C:29](=O)[CH:30]([CH2:36][CH2:37][CH2:38]Cl)[C:31](OCC)=[O:32])C.[H-].[Al+3].[Li+].[H-].[H-].[H-].Cl, predict the reaction product. (2) Given the reactants O[C@@:2]([C:30]1[CH:31]=[C:32]2[C:37](=[CH:38][CH:39]=1)[CH:36]=[C:35]([C:40]([NH:42][CH3:43])=[O:41])[CH:34]=[CH:33]2)([C:6]1[N:7]=[CH:8][N:9](C(C2C=CC=CC=2)(C2C=CC=CC=2)C2C=CC=CC=2)[CH:10]=1)[CH2:3][CH2:4]O.C(N(C(C)C)C(C)C)C.CS(Cl)(=O)=[O:55].C(=O)([O-])[O-].[Na+].[Na+], predict the reaction product. The product is: [OH:55][C:10]1[N:9]=[CH:8][N:7]2[CH2:4][CH2:3][C@@H:2]([C:30]3[CH:31]=[C:32]4[C:37](=[CH:38][CH:39]=3)[CH:36]=[C:35]([C:40]([NH:42][CH3:43])=[O:41])[CH:34]=[CH:33]4)[C:6]=12. (3) Given the reactants CN(C)C=O.P(Br)(Br)([Br:8])=O.[CH3:11][O:12][C:13]1[C:30]([O:31][CH3:32])=[C:29]([O:33][CH3:34])[CH:28]=[C:27]([CH3:35])[C:14]=1[C:15]([C:17]1[C:22]([O:23][CH3:24])=[CH:21][N+:20]([O-])=[CH:19][C:18]=1[Cl:26])=[O:16], predict the reaction product. The product is: [CH3:11][O:12][C:13]1[C:30]([O:31][CH3:32])=[C:29]([O:33][CH3:34])[CH:28]=[C:27]([CH3:35])[C:14]=1[C:15]([C:17]1[C:22]([O:23][CH3:24])=[CH:21][N:20]=[C:19]([Br:8])[C:18]=1[Cl:26])=[O:16].